From a dataset of Catalyst prediction with 721,799 reactions and 888 catalyst types from USPTO. Predict which catalyst facilitates the given reaction. Reactant: [C:1]([N:8]1[CH2:16][CH2:15][CH:11]([C:12](O)=[O:13])[CH2:10][CH2:9]1)([O:3][C:4]([CH3:7])([CH3:6])[CH3:5])=[O:2].O.C(OCC)(=O)C.Cl. Product: [C:4]([O:3][C:1]([N:8]1[CH2:16][CH2:15][CH:11]([CH2:12][OH:13])[CH2:10][CH2:9]1)=[O:2])([CH3:7])([CH3:6])[CH3:5]. The catalyst class is: 1.